This data is from NCI-60 drug combinations with 297,098 pairs across 59 cell lines. The task is: Regression. Given two drug SMILES strings and cell line genomic features, predict the synergy score measuring deviation from expected non-interaction effect. Drug 1: CC(C1=C(C=CC(=C1Cl)F)Cl)OC2=C(N=CC(=C2)C3=CN(N=C3)C4CCNCC4)N. Drug 2: CC12CCC(CC1=CCC3C2CCC4(C3CC=C4C5=CN=CC=C5)C)O. Cell line: OVCAR-4. Synergy scores: CSS=8.09, Synergy_ZIP=-1.48, Synergy_Bliss=0.518, Synergy_Loewe=0.245, Synergy_HSA=-0.0801.